This data is from Full USPTO retrosynthesis dataset with 1.9M reactions from patents (1976-2016). The task is: Predict the reactants needed to synthesize the given product. (1) Given the product [CH3:24][O:25][CH2:26][CH2:27][O:1][C:2]1[CH:7]=[CH:6][C:5]([NH:8][C:9](=[O:11])[CH3:10])=[CH:4][C:3]=1[C:12]1[N:13]([CH3:17])[N:14]=[CH:15][CH:16]=1, predict the reactants needed to synthesize it. The reactants are: [OH:1][C:2]1[CH:7]=[CH:6][C:5]([NH:8][C:9](=[O:11])[CH3:10])=[CH:4][C:3]=1[C:12]1[N:13]([CH3:17])[N:14]=[CH:15][CH:16]=1.C(=O)([O-])[O-].[Cs+].[Cs+].[CH3:24][O:25][CH2:26][CH2:27]Br. (2) Given the product [F:1][C:2]([F:7])([F:6])[C:3]([OH:5])=[O:4].[CH2:54]([N:39]1[C:40]2[C:45](=[CH:44][CH:43]=[C:42]([O:47][CH2:48][CH2:49][NH:50][C:51]([NH2:53])=[NH:52])[CH:41]=2)[CH:46]=[C:37]([CH2:36][C:35]([OH:57])=[O:34])[C:38]1=[O:56])[CH3:55], predict the reactants needed to synthesize it. The reactants are: [F:1][C:2]([F:7])([F:6])[C:3]([OH:5])=[O:4].COC(=O)CC1CC2C(=CC(OCCCCNC(N)=N)=CC=2)NC1=O.C[O:34][C:35](=[O:57])[CH2:36][C:37]1[C:38](=[O:56])[N:39]([CH2:54][CH3:55])[C:40]2[C:45]([CH:46]=1)=[CH:44][CH:43]=[C:42]([O:47][CH2:48][CH2:49][NH:50][C:51]([NH2:53])=[NH:52])[CH:41]=2. (3) Given the product [Cl:1][C:2]1[CH:7]=[CH:6][C:5]([NH:8][C:9]([C:11]2[C:12]([CH3:21])=[N:13][C:14]([C:17]([F:20])([F:19])[F:18])=[CH:15][CH:16]=2)=[O:10])=[CH:4][C:3]=1[C:12]1[C:11]([CH3:9])=[CH:16][CH:15]=[CH:14][N:13]=1, predict the reactants needed to synthesize it. The reactants are: [Cl:1][C:2]1[CH:7]=[CH:6][C:5]([NH:8][C:9]([C:11]2[C:12]([CH3:21])=[N:13][C:14]([C:17]([F:20])([F:19])[F:18])=[CH:15][CH:16]=2)=[O:10])=[CH:4][C:3]=1I. (4) Given the product [C:15]([C:17]1[CH:22]=[CH:21][C:20]([NH:23][C:24]([C:26]2[C:27]([C:32]([NH:1][C:2]3[CH:3]=[CH:4][C:5]([N:8]4[CH2:13][CH2:12][O:11][CH2:10][C:9]4=[O:14])=[CH:6][CH:7]=3)=[O:33])=[N:28][CH:29]=[CH:30][N:31]=2)=[O:25])=[CH:19][CH:18]=1)#[CH:16], predict the reactants needed to synthesize it. The reactants are: [NH2:1][C:2]1[CH:7]=[CH:6][C:5]([N:8]2[CH2:13][CH2:12][O:11][CH2:10][C:9]2=[O:14])=[CH:4][CH:3]=1.[C:15]([C:17]1[CH:22]=[CH:21][C:20]([NH:23][C:24]([C:26]2[C:27]([C:32](O)=[O:33])=[N:28][CH:29]=[CH:30][N:31]=2)=[O:25])=[CH:19][CH:18]=1)#[CH:16]. (5) Given the product [NH2:16][C@@H:15]([CH2:14][C:11]1[CH:12]=[C:13]2[C:8](=[CH:9][CH:10]=1)[N:7]([C:21]1[CH:26]=[CH:25][C:24]([O:27][C:28]3[CH:29]=[CH:30][CH:31]=[CH:32][CH:33]=3)=[CH:23][CH:22]=1)[CH:6]=[C:5]2[CH2:4][CH2:3][N:2]([CH3:34])[CH3:1])[CH2:19][OH:18], predict the reactants needed to synthesize it. The reactants are: [CH3:1][N:2]([CH3:34])[CH2:3][CH2:4][C:5]1[C:13]2[C:8](=[CH:9][CH:10]=[C:11]([CH2:14][C@H:15]3[CH2:19][O:18]C(=O)[NH:16]3)[CH:12]=2)[N:7]([C:21]2[CH:26]=[CH:25][C:24]([O:27][C:28]3[CH:33]=[CH:32][CH:31]=[CH:30][CH:29]=3)=[CH:23][CH:22]=2)[CH:6]=1.[OH-].[Na+]. (6) The reactants are: [Br:1][C:2]1[C:7]([F:8])=[CH:6][C:5]([OH:9])=[C:4]([C:10]2[NH:11][CH:12]=[CH:13][N:14]=2)[CH:3]=1.C([O-])([O-])=O.[Cs+].[Cs+].Br[CH2:22][CH2:23]Br. Given the product [Br:1][C:2]1[C:7]([F:8])=[CH:6][C:5]2[O:9][CH2:23][CH2:22][N:11]3[C:10](=[N:14][CH:13]=[CH:12]3)[C:4]=2[CH:3]=1, predict the reactants needed to synthesize it. (7) Given the product [Cl:11][C:12]1[CH:13]=[C:14]([CH:15]=[CH:16][C:17]=1[F:18])[O:10][C:7]1[CH:8]=[CH:9][C:4]([CH2:3][CH2:2][OH:1])=[CH:5][CH:6]=1, predict the reactants needed to synthesize it. The reactants are: [OH:1][CH2:2][CH2:3][C:4]1[CH:9]=[CH:8][C:7]([OH:10])=[CH:6][CH:5]=1.[Cl:11][C:12]1[CH:13]=[C:14](B(O)O)[CH:15]=[CH:16][C:17]=1[F:18]. (8) The reactants are: [Cl:1][C:2]1[CH:3]=[N:4][CH:5]=[C:6]([Cl:20])[C:7]=1[S:8][C:9]1[S:13][C:12]([C:14](Cl)=[O:15])=[CH:11][C:10]=1[N+:17]([O-:19])=[O:18].[NH2:21][CH2:22][CH2:23][C:24]1[CH:25]=[N:26][CH:27]=[CH:28][CH:29]=1. Given the product [Cl:1][C:2]1[CH:3]=[N:4][CH:5]=[C:6]([Cl:20])[C:7]=1[S:8][C:9]1[S:13][C:12]([C:14]([NH:21][CH2:22][CH2:23][C:24]2[CH:25]=[N:26][CH:27]=[CH:28][CH:29]=2)=[O:15])=[CH:11][C:10]=1[N+:17]([O-:19])=[O:18], predict the reactants needed to synthesize it.